This data is from Human liver microsome stability data. The task is: Regression/Classification. Given a drug SMILES string, predict its absorption, distribution, metabolism, or excretion properties. Task type varies by dataset: regression for continuous measurements (e.g., permeability, clearance, half-life) or binary classification for categorical outcomes (e.g., BBB penetration, CYP inhibition). Dataset: hlm. The molecule is O=C(N[C@H]1CCCC[C@@H]1O)n1c(=O)n(CCN2CCOCC2)c2ccccc21. The result is 0 (unstable in human liver microsomes).